Predict the reaction yield, written as a fraction of the theoretical maximum amount of product (1.0 means a 100% yield; for example, 0.34 means a 34% yield). From a dataset of Reaction yield outcomes from USPTO patents with 853,638 reactions. (1) The reactants are [F:1][C:2]1[CH:3]=[C:4]([C:27]2[C:28]([C:33]#[N:34])=[CH:29][CH:30]=[CH:31][CH:32]=2)[CH:5]=[CH:6][C:7]=1[CH2:8][C:9]1[C:14](=[O:15])[N:13]([C:16]2[CH:21]=[CH:20][C:19]([OH:22])=[CH:18][CH:17]=2)[C:12]([CH3:23])=[N:11][C:10]=1[CH2:24][CH2:25][CH3:26].[C:35](OC=C)(=O)[CH3:36].C(=O)([O-])[O-].[Na+].[Na+].C1(C)C=CC=CC=1. The catalyst is C(OCC)(=O)C.C1CC=CCCC=C1.C1CC=CCCC=C1.[Cl-].[Cl-].[Ir].[Ir]. The product is [F:1][C:2]1[CH:3]=[C:4]([C:27]2[C:28]([C:33]#[N:34])=[CH:29][CH:30]=[CH:31][CH:32]=2)[CH:5]=[CH:6][C:7]=1[CH2:8][C:9]1[C:14](=[O:15])[N:13]([C:16]2[CH:21]=[CH:20][C:19]([O:22][CH:35]=[CH2:36])=[CH:18][CH:17]=2)[C:12]([CH3:23])=[N:11][C:10]=1[CH2:24][CH2:25][CH3:26]. The yield is 0.750. (2) The reactants are [O:1]=[C:2]1[CH2:7][CH2:6][N:5]([C:8]([O:10][C:11]([CH3:14])([CH3:13])[CH3:12])=[O:9])[CH2:4][CH2:3]1.[CH3:15][N:16]([CH:18](OC)OC)[CH3:17]. The catalyst is CN(C=O)C. The product is [CH3:15][N:16]([CH:18]=[C:7]1[C:2](=[O:1])[CH2:3][CH2:4][N:5]([C:8]([O:10][C:11]([CH3:14])([CH3:13])[CH3:12])=[O:9])[CH2:6]1)[CH3:17]. The yield is 0.790. (3) The reactants are [ClH:1].Cl.[Br:3][C:4]1[CH:5]=[C:6]([O:22][C:23]2[CH:28]=[CH:27][CH:26]=[CH:25][CH:24]=2)[C:7]([NH:10][C:11]2[S:12][CH:13]=[C:14]([CH:16]3[CH2:21][CH2:20][NH:19][CH2:18][CH2:17]3)[N:15]=2)=[N:8][CH:9]=1.C(N(CC)CC)C.[C:36](OC(=O)C)(=[O:38])[CH3:37].C([O-])(O)=O.[Na+].Cl. The catalyst is C1COCC1. The product is [ClH:1].[Br:3][C:4]1[CH:5]=[C:6]([O:22][C:23]2[CH:28]=[CH:27][CH:26]=[CH:25][CH:24]=2)[C:7]([NH:10][C:11]2[S:12][CH:13]=[C:14]([CH:16]3[CH2:21][CH2:20][N:19]([C:36](=[O:38])[CH3:37])[CH2:18][CH2:17]3)[N:15]=2)=[N:8][CH:9]=1. The yield is 0.588. (4) The catalyst is C(#N)C.C(OCC)(=O)C. The product is [Cl:1][C:2]1[CH:3]=[C:4]([C:9]2([OH:13])[CH2:12][N:11]([CH2:21][CH2:22][CH3:23])[CH2:10]2)[CH:5]=[C:6]([F:8])[CH:7]=1. The reactants are [Cl:1][C:2]1[CH:3]=[C:4]([C:9]2([OH:13])[CH2:12][NH:11][CH2:10]2)[CH:5]=[C:6]([F:8])[CH:7]=1.C(=O)([O-])[O-].[K+].[K+].I[CH2:21][CH2:22][CH3:23].O. The yield is 0.360. (5) The reactants are Br[C:2]1[CH:7]=[CH:6][C:5]([N:8]2[C:12]([CH2:13][C@@H:14]3[CH2:18][CH2:17][N:16]([C:19]([CH:21]4[CH2:23][CH2:22]4)=[O:20])[CH2:15]3)=[N:11][NH:10][C:9]2=[O:24])=[CH:4][CH:3]=1.[C:25]([C:27]1[CH:32]=[CH:31][C:30](B(O)O)=[CH:29][CH:28]=1)#[N:26].P([O-])([O-])([O-])=O.[K+].[K+].[K+]. The catalyst is C(O)C.O.C1C=CC([P]([Pd]([P](C2C=CC=CC=2)(C2C=CC=CC=2)C2C=CC=CC=2)([P](C2C=CC=CC=2)(C2C=CC=CC=2)C2C=CC=CC=2)[P](C2C=CC=CC=2)(C2C=CC=CC=2)C2C=CC=CC=2)(C2C=CC=CC=2)C2C=CC=CC=2)=CC=1. The product is [CH:21]1([C:19]([N:16]2[CH2:17][CH2:18][C@@H:14]([CH2:13][C:12]3[N:8]([C:5]4[CH:6]=[CH:7][C:2]([C:30]5[CH:31]=[CH:32][C:27]([C:25]#[N:26])=[CH:28][CH:29]=5)=[CH:3][CH:4]=4)[C:9](=[O:24])[NH:10][N:11]=3)[CH2:15]2)=[O:20])[CH2:23][CH2:22]1. The yield is 0.281. (6) The reactants are Cl.[C:2]([O:6][CH2:7][C@@H:8]([C:10]([O:12][CH3:13])=[O:11])[NH2:9])([CH3:5])([CH3:4])[CH3:3].C(O)(=O)C.[CH:18](=O)[C:19]1[CH:24]=[CH:23][CH:22]=[CH:21][CH:20]=1.C([BH3-])#N.[Na+]. The catalyst is CO. The product is [CH2:18]([NH:9][C@H:8]([C:10]([O:12][CH3:13])=[O:11])[CH2:7][O:6][C:2]([CH3:5])([CH3:4])[CH3:3])[C:19]1[CH:24]=[CH:23][CH:22]=[CH:21][CH:20]=1. The yield is 0.520. (7) The product is [Cl:2][C:3]1[S:18][C:6]2[C:7]3([O:8][CH2:9][C:10]([F:12])([F:11])[C:5]=2[CH:4]=1)[CH2:13][CH2:14][N:15]([CH2:31][C:29]1[C:28]([CH2:33][OH:34])=[N:27][N:26]([C:21]2[C:20]([CH3:19])=[CH:25][CH:24]=[CH:23][N:22]=2)[CH:30]=1)[CH2:16][CH2:17]3. The reactants are Cl.[Cl:2][C:3]1[S:18][C:6]2[C:7]3([CH2:17][CH2:16][NH:15][CH2:14][CH2:13]3)[O:8][CH2:9][C:10]([F:12])([F:11])[C:5]=2[CH:4]=1.[CH3:19][C:20]1[C:21]([N:26]2[CH:30]=[C:29]([CH:31]=O)[C:28]([C:33]([O-])=[O:34])=[N:27]2)=[N:22][CH:23]=[CH:24][CH:25]=1. No catalyst specified. The yield is 0.140.